This data is from Forward reaction prediction with 1.9M reactions from USPTO patents (1976-2016). The task is: Predict the product of the given reaction. Given the reactants [CH2:1]([C:9]1[C:10]2[CH:17]=[CH:16][NH:15][C:11]=2[N:12]=[CH:13][N:14]=1)[CH2:2][C:3]1[CH:8]=[CH:7][CH:6]=[CH:5][CH:4]=1.[I:18]N1C(=O)CCC1=O, predict the reaction product. The product is: [I:18][C:17]1[C:10]2[C:9]([CH2:1][CH2:2][C:3]3[CH:4]=[CH:5][CH:6]=[CH:7][CH:8]=3)=[N:14][CH:13]=[N:12][C:11]=2[NH:15][CH:16]=1.